Dataset: Forward reaction prediction with 1.9M reactions from USPTO patents (1976-2016). Task: Predict the product of the given reaction. (1) Given the reactants [CH2:1]([O:8][C:9]1[CH:17]=[CH:16][C:12]([C:13]([OH:15])=O)=[CH:11][CH:10]=1)[C:2]1[CH:7]=[CH:6][CH:5]=[CH:4][CH:3]=1.C(Cl)(=O)C(Cl)=O.[NH2:24][C:25]1[CH:26]=[N:27][CH:28]=[CH:29][C:30]=1[OH:31].C(N(CC)CC)C, predict the reaction product. The product is: [CH2:1]([O:8][C:9]1[CH:10]=[CH:11][C:12]([C:13]([NH:24][C:25]2[CH:26]=[N:27][CH:28]=[CH:29][C:30]=2[OH:31])=[O:15])=[CH:16][CH:17]=1)[C:2]1[CH:3]=[CH:4][CH:5]=[CH:6][CH:7]=1. (2) Given the reactants [Cl:1][C:2]1[C:3]([O:44][CH3:45])=[CH:4][CH:5]=[C:6]2[C:11]=1[N:10]=[C:9]([C:12]1[S:13][CH:14]=[C:15]([CH:17]([CH3:19])[CH3:18])[N:16]=1)[CH:8]=[C:7]2[O:20][CH:21]1[CH2:38][CH:37]2[N:23]([C:24](=[O:43])[CH2:25][CH2:26][CH2:27][CH2:28][CH2:29][CH:30]=[CH:31][CH:32]3[C:34]([C:40](O)=[O:41])([NH:35][C:36]2=[O:39])[CH2:33]3)[CH2:22]1.[CH3:46][C:47]1([S:50]([NH2:53])(=[O:52])=[O:51])[CH2:49][CH2:48]1.C(C1N=C(C2C=C(OC3CC4N(C(=O)CCCCCCC=CC5C(C(NS(C6CC6)(=O)=O)=O)(NC4=O)C5)C3)C3C(=CC(OC)=CC=3)N=2)SC=1)(C)C, predict the reaction product. The product is: [Cl:1][C:2]1[C:3]([O:44][CH3:45])=[CH:4][CH:5]=[C:6]2[C:11]=1[N:10]=[C:9]([C:12]1[S:13][CH:14]=[C:15]([CH:17]([CH3:19])[CH3:18])[N:16]=1)[CH:8]=[C:7]2[O:20][CH:21]1[CH2:38][CH:37]2[N:23]([C:24](=[O:43])[CH2:25][CH2:26][CH2:27][CH2:28][CH2:29][CH:30]=[CH:31][CH:32]3[C:34]([C:40]([NH:53][S:50]([C:47]4([CH3:46])[CH2:49][CH2:48]4)(=[O:52])=[O:51])=[O:41])([NH:35][C:36]2=[O:39])[CH2:33]3)[CH2:22]1. (3) Given the reactants [NH2:1][C@@H:2]1[C:8](=[O:9])[N:7]([CH2:10][C:11]#[CH:12])[C:6]2[CH:13]=[CH:14][CH:15]=[CH:16][C:5]=2[O:4][C@@H:3]1[C:17]1[CH:22]=[CH:21][CH:20]=[CH:19][CH:18]=1.[F:23][C:24]1[CH:25]=[C:26]([CH2:31][C:32]([NH:34][C@H:35]([C:37](O)=[O:38])[CH3:36])=[O:33])[CH:27]=[C:28]([F:30])[CH:29]=1.C1C=CC2N(O)N=NC=2C=1.CN1CCOCC1.CCN=C=NCCCN(C)C.Cl, predict the reaction product. The product is: [F:23][C:24]1[CH:25]=[C:26]([CH2:31][C:32]([NH:34][C@H:35]([C:37]([NH:1][C@@H:2]2[C:8](=[O:9])[N:7]([CH2:10][C:11]#[CH:12])[C:6]3[CH:13]=[CH:14][CH:15]=[CH:16][C:5]=3[O:4][C@@H:3]2[C:17]2[CH:22]=[CH:21][CH:20]=[CH:19][CH:18]=2)=[O:38])[CH3:36])=[O:33])[CH:27]=[C:28]([F:30])[CH:29]=1.